This data is from NCI-60 drug combinations with 297,098 pairs across 59 cell lines. The task is: Regression. Given two drug SMILES strings and cell line genomic features, predict the synergy score measuring deviation from expected non-interaction effect. (1) Drug 1: CC(C)(C#N)C1=CC(=CC(=C1)CN2C=NC=N2)C(C)(C)C#N. Drug 2: C1=NC(=NC(=O)N1C2C(C(C(O2)CO)O)O)N. Cell line: MALME-3M. Synergy scores: CSS=-0.758, Synergy_ZIP=1.85, Synergy_Bliss=1.95, Synergy_Loewe=-6.62, Synergy_HSA=-6.30. (2) Synergy scores: CSS=36.2, Synergy_ZIP=-2.49, Synergy_Bliss=-3.43, Synergy_Loewe=-3.99, Synergy_HSA=-0.596. Drug 1: C1=C(C(=O)NC(=O)N1)N(CCCl)CCCl. Drug 2: CCC1(C2=C(COC1=O)C(=O)N3CC4=CC5=C(C=CC(=C5CN(C)C)O)N=C4C3=C2)O.Cl. Cell line: 786-0.